This data is from Forward reaction prediction with 1.9M reactions from USPTO patents (1976-2016). The task is: Predict the product of the given reaction. (1) The product is: [NH2:26][C:24]1[N:25]=[C:10]([OH:11])[C:9]([CH2:8][C:7]2[CH:17]=[CH:18][C:4]([CH2:3][C:1]#[N:2])=[CH:5][CH:6]=2)=[C:14]([CH3:15])[N:23]=1. Given the reactants [C:1]([CH2:3][C:4]1[CH:18]=[CH:17][C:7]([CH2:8][CH:9]([C:14](=O)[CH3:15])[C:10](OC)=[O:11])=[CH:6][CH:5]=1)#[N:2].C(=O)(O)O.[NH2:23][C:24]([NH2:26])=[NH:25].C(O)(=O)C, predict the reaction product. (2) Given the reactants [NH2:1][C:2]1[N:7]=[C:6]([N:8]2[C@H:13]([CH3:14])[CH2:12][CH2:11][C@H:10]([C:15]([NH:17][CH2:18][CH2:19][C:20]3[CH:25]=[CH:24][CH:23]=[CH:22][CH:21]=3)=[O:16])[CH2:9]2)[CH:5]=[C:4]([C:26]2[CH:31]=[CH:30][C:29]([C:32]#[N:33])=[C:28](F)[CH:27]=2)[N:3]=1.CCO.CCN(C(C)C)C(C)C.[NH2:47][NH2:48], predict the reaction product. The product is: [NH2:1][C:2]1[N:7]=[C:6]([N:8]2[C@H:13]([CH3:14])[CH2:12][CH2:11][C@H:10]([C:15]([NH:17][CH2:18][CH2:19][C:20]3[CH:25]=[CH:24][CH:23]=[CH:22][CH:21]=3)=[O:16])[CH2:9]2)[CH:5]=[C:4]([C:26]2[CH:27]=[C:28]3[C:29]([C:32]([NH2:33])=[N:47][NH:48]3)=[CH:30][CH:31]=2)[N:3]=1. (3) Given the reactants [H-].[Al+3].[Li+].[H-].[H-].[H-].[Cl:7][C:8]1[CH:13]=[C:12]([Cl:14])[CH:11]=[CH:10][C:9]=1[NH:15][C:16]1[CH:17]=[CH:18][C:19]([C:22]#[N:23])=[N:20][CH:21]=1.O, predict the reaction product. The product is: [NH2:23][CH2:22][C:19]1[N:20]=[CH:21][C:16]([NH:15][C:9]2[CH:10]=[CH:11][C:12]([Cl:14])=[CH:13][C:8]=2[Cl:7])=[CH:17][CH:18]=1. (4) Given the reactants [C:1]([C:3]1[CH:8]([C:9]2[CH:10]=[C:11]3[C:15](=[CH:16][CH:17]=2)[N:14](C(OC(C)(C)C)=O)[N:13]=[C:12]3[NH:25][S:26]([CH2:29][CH2:30][C:31]([O:33][CH2:34][CH3:35])=[O:32])(=[O:28])=[O:27])[C:7]([C:36]#[N:37])=[C:6]([CH3:38])[NH:5][C:4]=1[CH3:39])#[N:2].FC(F)(F)C(O)=O, predict the reaction product. The product is: [C:1]([C:3]1[CH:8]([C:9]2[CH:10]=[C:11]3[C:15](=[CH:16][CH:17]=2)[NH:14][N:13]=[C:12]3[NH:25][S:26]([CH2:29][CH2:30][C:31]([O:33][CH2:34][CH3:35])=[O:32])(=[O:28])=[O:27])[C:7]([C:36]#[N:37])=[C:6]([CH3:38])[NH:5][C:4]=1[CH3:39])#[N:2]. (5) Given the reactants [Br:1][C:2]1[CH:7]=[C:6]2[NH:8][CH2:9][C:10]3([CH2:15][CH2:14][O:13][CH2:12][CH2:11]3)[C:5]2=[CH:4][CH:3]=1.Cl[C:17]1[C:22]([Cl:23])=[CH:21][N:20]=[C:19]([NH2:24])[N:18]=1.[OH-].[Na+], predict the reaction product. The product is: [Br:1][C:2]1[CH:7]=[C:6]2[N:8]([C:17]3[C:22]([Cl:23])=[CH:21][N:20]=[C:19]([NH2:24])[N:18]=3)[CH2:9][C:10]3([CH2:15][CH2:14][O:13][CH2:12][CH2:11]3)[C:5]2=[CH:4][CH:3]=1.